Task: Predict which catalyst facilitates the given reaction.. Dataset: Catalyst prediction with 721,799 reactions and 888 catalyst types from USPTO (1) Product: [F:24][C:21]1[CH:22]=[CH:23][C:18]([C:17]2[C:16]([C:25]3[CH:30]=[CH:29][CH:28]=[C:27]([CH3:31])[N:26]=3)=[N:15][N:14]3[C@H:10]([CH2:9][OH:8])[CH2:11][CH2:12][C:13]=23)=[CH:19][CH:20]=1. Reactant: C([O:8][CH2:9][C@H:10]1[N:14]2[N:15]=[C:16]([C:25]3[CH:30]=[CH:29][CH:28]=[C:27]([CH3:31])[N:26]=3)[C:17]([C:18]3[CH:23]=[CH:22][C:21]([F:24])=[CH:20][CH:19]=3)=[C:13]2[CH2:12][CH2:11]1)C1C=CC=CC=1.C[Si](I)(C)C. The catalyst class is: 147. (2) Reactant: Br[CH2:2][C:3]([CH3:7])=[C:4]([CH3:6])[CH3:5].C(=O)([O-])[O-].[Cs+].[Cs+].[CH3:14][C:15]1([CH3:27])[C:19]([CH3:21])([CH3:20])[O:18][B:17]([C:22]2[CH:23]=[N:24][NH:25][CH:26]=2)[O:16]1. Product: [CH3:7][C:3](=[C:4]([CH3:6])[CH3:5])[CH2:2][N:25]1[CH:26]=[C:22]([B:17]2[O:16][C:15]([CH3:27])([CH3:14])[C:19]([CH3:21])([CH3:20])[O:18]2)[CH:23]=[N:24]1. The catalyst class is: 369. (3) Reactant: [CH3:1][C:2]12[CH2:11][N:10](C(OCC3C=CC=CC=3)=O)[CH2:9][CH2:8][N:7]1[CH2:6][CH:5]([C:22]1[CH:23]=[C:24]3[C:29](=[CH:30][CH:31]=1)[C:28](=[O:32])[O:27][C@@H:26]([CH3:33])[CH2:25]3)[O:4][CH2:3]2. Product: [CH3:33][C@H:26]1[CH2:25][C:24]2[C:29](=[CH:30][CH:31]=[C:22]([CH:5]3[O:4][CH2:3][C:2]4([CH3:1])[CH2:11][NH:10][CH2:9][CH2:8][N:7]4[CH2:6]3)[CH:23]=2)[C:28](=[O:32])[O:27]1. The catalyst class is: 19. (4) Reactant: C([O:8][C:9](=[O:29])[CH2:10][N:11]1[C:16]([CH3:17])=[C:15]([Cl:18])[N:14]=[C:13]([NH:19][CH2:20][CH2:21][C:22]2[CH:27]=[CH:26][CH:25]=[CH:24][CH:23]=2)[C:12]1=[O:28])C1C=CC=CC=1.C1COCC1.CO.O[Li].O. Product: [Cl:18][C:15]1[N:14]=[C:13]([NH:19][CH2:20][CH2:21][C:22]2[CH:23]=[CH:24][CH:25]=[CH:26][CH:27]=2)[C:12](=[O:28])[N:11]([CH2:10][C:9]([OH:29])=[O:8])[C:16]=1[CH3:17]. The catalyst class is: 6.